Dataset: Catalyst prediction with 721,799 reactions and 888 catalyst types from USPTO. Task: Predict which catalyst facilitates the given reaction. (1) Reactant: [F:1][C:2]1[CH:31]=[CH:30][CH:29]=[C:28]([F:32])[C:3]=1[CH2:4][O:5][C:6]1[C:7]2[N:8]([C:13]([C:17]3[CH:18]=[N:19][N:20]([CH:22]([CH3:27])[CH2:23][C:24](O)=[O:25])[CH:21]=3)=[C:14]([CH3:16])[N:15]=2)[CH:9]=[C:10]([CH3:12])[CH:11]=1.CN(C(ON1N=NC2C=CC=NC1=2)=[N+](C)C)C.F[P-](F)(F)(F)(F)F.C(N(CC)C(C)C)(C)C.[CH2:66]([N:68]([CH2:72][CH3:73])[CH2:69][CH2:70][NH2:71])[CH3:67].C(O)(C(F)(F)F)=O. Product: [CH2:66]([N:68]([CH2:72][CH3:73])[CH2:69][CH2:70][NH:71][C:24](=[O:25])[CH2:23][CH:22]([N:20]1[CH:21]=[C:17]([C:13]2[N:8]3[CH:9]=[C:10]([CH3:12])[CH:11]=[C:6]([O:5][CH2:4][C:3]4[C:28]([F:32])=[CH:29][CH:30]=[CH:31][C:2]=4[F:1])[C:7]3=[N:15][C:14]=2[CH3:16])[CH:18]=[N:19]1)[CH3:27])[CH3:67]. The catalyst class is: 3. (2) Reactant: [N:1]1[C:10]2[C:5](=[CH:6][C:7]([OH:11])=[CH:8][CH:9]=2)[CH:4]=[CH:3][CH:2]=1.[Br:12][C:13]1[CH:14]=[C:15]([N:19]=[C:20]=[O:21])[CH:16]=[CH:17][CH:18]=1.C(=O)([O-])[O-].[K+].[K+].[I-].[K+]. Product: [N:1]1[C:10]2[C:5](=[CH:6][C:7]([O:11][C:20](=[O:21])[NH:19][C:15]3[CH:16]=[CH:17][CH:18]=[C:13]([Br:12])[CH:14]=3)=[CH:8][CH:9]=2)[CH:4]=[CH:3][CH:2]=1. The catalyst class is: 35. (3) Reactant: [CH3:1][C:2]1([CH3:17])[O:6][CH:5]([CH2:7][N:8]2[C:16]3[C:11](=[CH:12][CH:13]=[CH:14][CH:15]=3)[CH:10]=[CH:9]2)[CH2:4][O:3]1.[F:18][C:19]([F:30])([F:29])[C:20](O[C:20](=[O:21])[C:19]([F:30])([F:29])[F:18])=[O:21]. Product: [CH3:1][C:2]1([CH3:17])[O:6][CH:5]([CH2:7][N:8]2[C:16]3[C:11](=[CH:12][CH:13]=[CH:14][CH:15]=3)[C:10]([C:20](=[O:21])[C:19]([F:30])([F:29])[F:18])=[CH:9]2)[CH2:4][O:3]1. The catalyst class is: 3. (4) Reactant: [Cl:1][C:2]1[CH:3]=[C:4]2[C:9](=[CH:10][CH:11]=1)[O:8][C:7](=[O:12])[CH:6]=[C:5]2[OH:13].CCN(C(C)C)C(C)C.[CH2:23]([S:27](Cl)(=[O:29])=[O:28])[CH2:24][CH2:25][CH3:26]. Product: [Cl:1][C:2]1[CH:11]=[CH:10][C:9]2[O:8][C:7](=[O:12])[CH:6]=[C:5]([O:13][S:27]([CH2:23][CH2:24][CH2:25][CH3:26])(=[O:29])=[O:28])[C:4]=2[CH:3]=1. The catalyst class is: 2. (5) Reactant: [CH3:1][O:2][C:3](=[O:17])[CH2:4][CH2:5][CH2:6][CH2:7][CH2:8][S:9][C:10]1[CH:15]=[CH:14][C:13](N)=[CH:12][CH:11]=1.[CH2:18]=O.[C:20]([BH3-])#[N:21].[Na+]. Product: [CH3:1][O:2][C:3](=[O:17])[CH2:4][CH2:5][CH2:6][CH2:7][CH2:8][S:9][C:10]1[CH:15]=[CH:14][C:13]([N:21]([CH3:20])[CH3:18])=[CH:12][CH:11]=1. The catalyst class is: 466. (6) Reactant: [CH:1]([CH2:3][SiH:4](Cl)Cl)=[CH2:2].C(N([CH2:12][CH3:13])CC)C.[C:14]([OH:33])(=[O:32])[CH2:15][CH2:16][CH2:17][CH2:18][CH2:19][CH2:20][CH2:21][CH2:22][CH2:23][CH2:24][CH2:25][CH2:26][CH2:27][CH2:28][CH2:29][CH2:30][CH3:31]. Product: [CH:1]([CH2:3][SiH:4]([O:33][C:14](=[O:32])[CH2:15][CH2:16][CH2:17][CH2:18][CH2:19][CH2:20][CH2:21][CH2:22][CH2:23][CH2:24][CH2:25][CH2:26][CH2:27][CH2:28][CH2:29][CH2:12][CH3:13])[O:32][C:14](=[O:33])[CH2:15][CH2:16][CH2:17][CH2:18][CH2:19][CH2:20][CH2:21][CH2:22][CH2:23][CH2:24][CH2:25][CH2:26][CH2:27][CH2:28][CH2:29][CH2:30][CH3:31])=[CH2:2]. The catalyst class is: 7. (7) Reactant: Cl.[O:2]1[CH:6]=[CH:5][CH:4]=[C:3]1[CH2:7][NH:8][CH2:9][C:10]1[CH:15]=[CH:14][C:13]([S:16][C:17]([CH3:26])([CH3:25])[C:18]([O:20][C:21]([CH3:24])([CH3:23])[CH3:22])=[O:19])=[CH:12][CH:11]=1.C(=O)([O-])[O-].[Cs+].[Cs+].Br[CH2:34][C:35]#[CH:36].O. Product: [O:2]1[CH:6]=[CH:5][CH:4]=[C:3]1[CH2:7][N:8]([CH2:9][C:10]1[CH:15]=[CH:14][C:13]([S:16][C:17]([CH3:26])([CH3:25])[C:18]([O:20][C:21]([CH3:24])([CH3:23])[CH3:22])=[O:19])=[CH:12][CH:11]=1)[CH2:36][C:35]#[CH:34]. The catalyst class is: 3.